From a dataset of Tyrosyl-DNA phosphodiesterase HTS with 341,365 compounds. Binary Classification. Given a drug SMILES string, predict its activity (active/inactive) in a high-throughput screening assay against a specified biological target. (1) The drug is O(CCNC(=O)/C(=C\C(=C/c1ccccc1)C)C#N)C. The result is 0 (inactive). (2) The compound is S(=O)(=O)(N1CCC(CC1)C(OCC(=O)N(CCC#N)c1ccc(F)cc1)=O)c1cc(c(cc1)C)C. The result is 0 (inactive). (3) The compound is Brc1cc(Cn2c3n(nc(c3c(cc2=O)C(F)(F)F)C)C)ccc1. The result is 0 (inactive). (4) The compound is O1CCN(CC1)CCOC(=O)c1cc(OC)c(OC)cc1. The result is 0 (inactive).